This data is from NCI-60 drug combinations with 297,098 pairs across 59 cell lines. The task is: Regression. Given two drug SMILES strings and cell line genomic features, predict the synergy score measuring deviation from expected non-interaction effect. (1) Cell line: SN12C. Drug 1: C1=CN(C(=O)N=C1N)C2C(C(C(O2)CO)O)O.Cl. Synergy scores: CSS=18.4, Synergy_ZIP=-7.02, Synergy_Bliss=0.565, Synergy_Loewe=-21.5, Synergy_HSA=-0.897. Drug 2: C(=O)(N)NO. (2) Drug 1: C1=NC2=C(N=C(N=C2N1C3C(C(C(O3)CO)O)O)F)N. Drug 2: C(CN)CNCCSP(=O)(O)O. Cell line: TK-10. Synergy scores: CSS=70.8, Synergy_ZIP=4.19, Synergy_Bliss=2.94, Synergy_Loewe=-16.4, Synergy_HSA=2.28. (3) Drug 1: CC1=C(C(=CC=C1)Cl)NC(=O)C2=CN=C(S2)NC3=CC(=NC(=N3)C)N4CCN(CC4)CCO. Drug 2: CCN(CC)CCCC(C)NC1=C2C=C(C=CC2=NC3=C1C=CC(=C3)Cl)OC. Cell line: MCF7. Synergy scores: CSS=12.9, Synergy_ZIP=-2.76, Synergy_Bliss=4.52, Synergy_Loewe=2.38, Synergy_HSA=2.92. (4) Cell line: ACHN. Synergy scores: CSS=2.43, Synergy_ZIP=0.0437, Synergy_Bliss=0.906, Synergy_Loewe=-0.617, Synergy_HSA=-0.620. Drug 1: CC1=CC2C(CCC3(C2CCC3(C(=O)C)OC(=O)C)C)C4(C1=CC(=O)CC4)C. Drug 2: C(CCl)NC(=O)N(CCCl)N=O. (5) Drug 1: CCC1=C2CN3C(=CC4=C(C3=O)COC(=O)C4(CC)O)C2=NC5=C1C=C(C=C5)O. Drug 2: CC1C(C(CC(O1)OC2CC(CC3=C2C(=C4C(=C3O)C(=O)C5=C(C4=O)C(=CC=C5)OC)O)(C(=O)CO)O)N)O.Cl. Cell line: HT29. Synergy scores: CSS=34.0, Synergy_ZIP=-5.25, Synergy_Bliss=-2.53, Synergy_Loewe=-1.45, Synergy_HSA=0.853. (6) Drug 1: CC1=C2C(C(=O)C3(C(CC4C(C3C(C(C2(C)C)(CC1OC(=O)C(C(C5=CC=CC=C5)NC(=O)OC(C)(C)C)O)O)OC(=O)C6=CC=CC=C6)(CO4)OC(=O)C)OC)C)OC. Drug 2: CCC(=C(C1=CC=CC=C1)C2=CC=C(C=C2)OCCN(C)C)C3=CC=CC=C3.C(C(=O)O)C(CC(=O)O)(C(=O)O)O. Cell line: A498. Synergy scores: CSS=54.1, Synergy_ZIP=10.9, Synergy_Bliss=11.5, Synergy_Loewe=10.7, Synergy_HSA=12.9. (7) Synergy scores: CSS=59.2, Synergy_ZIP=5.62, Synergy_Bliss=6.22, Synergy_Loewe=1.26, Synergy_HSA=9.37. Drug 2: CS(=O)(=O)CCNCC1=CC=C(O1)C2=CC3=C(C=C2)N=CN=C3NC4=CC(=C(C=C4)OCC5=CC(=CC=C5)F)Cl. Drug 1: CC1OCC2C(O1)C(C(C(O2)OC3C4COC(=O)C4C(C5=CC6=C(C=C35)OCO6)C7=CC(=C(C(=C7)OC)O)OC)O)O. Cell line: HCT116.